From a dataset of Forward reaction prediction with 1.9M reactions from USPTO patents (1976-2016). Predict the product of the given reaction. (1) Given the reactants [O:1]1[CH:5]=[CH:4][CH:3]=[C:2]1[C:6]1[N:14]=[C:13]([N+]([O-])=O)[N:12]=[C:11]2[C:7]=1[N:8]=[CH:9][N:10]2[CH2:18][C:19]1[CH:24]=[CH:23][C:22]([O:25][CH3:26])=[CH:21][CH:20]=1.[C-]#N.[K+].C(Cl)Cl, predict the reaction product. The product is: [O:1]1[CH:5]=[CH:4][CH:3]=[C:2]1[C:6]1[N:14]=[C:13]([O:1][CH:2]([CH3:6])[CH3:3])[N:12]=[C:11]2[C:7]=1[N:8]=[CH:9][N:10]2[CH2:18][C:19]1[CH:20]=[CH:21][C:22]([O:25][CH3:26])=[CH:23][CH:24]=1. (2) Given the reactants [OH:1][CH2:2][CH2:3][CH:4]([C:8]1[CH:15]=[CH:14][C:11]([C:12]#[N:13])=[CH:10][CH:9]=1)[CH2:5][NH:6][CH3:7].CCN(C(C)C)C(C)C.[C:25]([C:27]1[CH:28]=[C:29]([C:37](Cl)=[O:38])[C:30]2[C:35]([CH:36]=1)=[CH:34][CH:33]=[CH:32][CH:31]=2)#[N:26], predict the reaction product. The product is: [C:25]([C:27]1[CH:28]=[C:29]([C:37]([N:6]([CH2:5][CH:4]([C:8]2[CH:15]=[CH:14][C:11]([C:12]#[N:13])=[CH:10][CH:9]=2)[CH2:3][CH2:2][OH:1])[CH3:7])=[O:38])[C:30]2[C:35]([CH:36]=1)=[CH:34][CH:33]=[CH:32][CH:31]=2)#[N:26]. (3) Given the reactants [OH-].[Na+:2].[CH2:3]1[N:8]([CH2:9][CH2:10][S:11]([OH:14])(=[O:13])=[O:12])[CH2:7][CH2:6][O:5][CH2:4]1, predict the reaction product. The product is: [OH-:5].[Na+:2].[CH2:7]1[N:8]([CH2:9][CH2:10][S:11]([OH:14])(=[O:13])=[O:12])[CH2:3][CH2:4][O:5][CH2:6]1. (4) Given the reactants C(Cl)(=O)OC(Cl)C.C([N:15]1[CH2:20][CH2:19][C:18]([C:25]2[N:30]=[C:29]([Cl:31])[N:28]=[C:27]([N:32]3[CH2:37][CH2:36][O:35][CH2:34][CH2:33]3)[CH:26]=2)([S:21]([CH3:24])(=[O:23])=[O:22])[CH2:17][CH2:16]1)C1C=CC=CC=1.[C:46](O[C:46]([O:48][C:49]([CH3:52])([CH3:51])[CH3:50])=[O:47])([O:48][C:49]([CH3:52])([CH3:51])[CH3:50])=[O:47].C(N(C(C)C)C(C)C)C, predict the reaction product. The product is: [Cl:31][C:29]1[N:30]=[C:25]([C:18]2([S:21]([CH3:24])(=[O:23])=[O:22])[CH2:17][CH2:16][N:15]([C:46]([O:48][C:49]([CH3:50])([CH3:51])[CH3:52])=[O:47])[CH2:20][CH2:19]2)[CH:26]=[C:27]([N:32]2[CH2:37][CH2:36][O:35][CH2:34][CH2:33]2)[N:28]=1. (5) Given the reactants [Cl:1][C:2]1[CH:3]=[C:4]([CH:10]=[O:11])[NH:5][C:6]=1[CH2:7][CH2:8][CH3:9].Br[CH2:13][C:14]1[CH:19]=[CH:18][C:17]([C:20]2[CH:25]=[CH:24][CH:23]=[CH:22][C:21]=2[C:26]2[N:30]([C:31]([C:44]3[CH:49]=[CH:48][CH:47]=[CH:46][CH:45]=3)([C:38]3[CH:43]=[CH:42][CH:41]=[CH:40][CH:39]=3)[C:32]3[CH:37]=[CH:36][CH:35]=[CH:34][CH:33]=3)[N:29]=[N:28][N:27]=2)=[CH:16][CH:15]=1, predict the reaction product. The product is: [Cl:1][C:2]1[CH:3]=[C:4]([CH:10]=[O:11])[N:5]([CH2:13][C:14]2[CH:15]=[CH:16][C:17]([C:20]3[CH:25]=[CH:24][CH:23]=[CH:22][C:21]=3[C:26]3[N:30]([C:31]([C:44]4[CH:49]=[CH:48][CH:47]=[CH:46][CH:45]=4)([C:38]4[CH:39]=[CH:40][CH:41]=[CH:42][CH:43]=4)[C:32]4[CH:37]=[CH:36][CH:35]=[CH:34][CH:33]=4)[N:29]=[N:28][N:27]=3)=[CH:18][CH:19]=2)[C:6]=1[CH2:7][CH2:8][CH3:9]. (6) Given the reactants Cl.[OH:2][NH3+:3].[C:4]([O:13]CC)(=O)[C:5]1[C:6](=[CH:8][CH:9]=[CH:10][CH:11]=1)[OH:7], predict the reaction product. The product is: [C:4]([NH:3][OH:2])(=[O:13])[C:5]1[C:6](=[CH:8][CH:9]=[CH:10][CH:11]=1)[OH:7]. (7) The product is: [N+:1](/[CH:4]=[CH:14]/[CH:15]1[CH2:27][CH2:26][CH2:19][CH2:18][O:17]1)([O-:3])=[O:2]. Given the reactants [N+:1]([CH3:4])([O-:3])=[O:2].CN(C)C(N(C)C)=N.F[C:14](F)(F)[C:15]([O:17][C:18](=O)[C:19](F)(F)F)=O.[CH2:26](N(CC)CC)[CH3:27], predict the reaction product. (8) The product is: [Br:1][C:2]1[S:6][C:5]([CH2:7][CH3:8])=[C:4]([CH:9]([CH:24]2[CH2:29][CH2:28][CH2:27][CH2:26][CH2:25]2)[OH:11])[CH:3]=1. Given the reactants [Br:1][C:2]1[S:6][C:5]([CH2:7][CH3:8])=[C:4]([C:9]([O:11]CC)=O)[CH:3]=1.[H-].C([Al+]CC(C)C)C(C)C.[C:24]1(C)[CH:29]=[CH:28][CH:27]=[CH:26][CH:25]=1.Cl.C1([Mg]Br)CCCCC1.O1CCCC1.[Cl-].[NH4+], predict the reaction product.